This data is from Reaction yield outcomes from USPTO patents with 853,638 reactions. The task is: Predict the reaction yield, written as a fraction of the theoretical maximum amount of product (1.0 means a 100% yield; for example, 0.34 means a 34% yield). (1) The reactants are [Br:1][C:2]1[CH:3]=[C:4]([CH:8]=[C:9]([I:11])[CH:10]=1)[C:5]([OH:7])=[O:6].O=S(Cl)Cl.[CH3:16]O. The yield is 0.750. The product is [CH3:16][O:6][C:5](=[O:7])[C:4]1[CH:8]=[C:9]([I:11])[CH:10]=[C:2]([Br:1])[CH:3]=1. No catalyst specified. (2) The reactants are [S:1]([N:11]1[C:15]2=[N:16][CH:17]=[C:18]([NH:20][NH:21][C:22]([C@@H:24]3[CH2:28][CH2:27][C@@H:26]([NH:29]C(=O)OC(C)(C)C)[CH2:25]3)=O)[N:19]=[C:14]2[CH:13]=[CH:12]1)([C:4]1[CH:10]=[CH:9][C:7]([CH3:8])=[CH:6][CH:5]=1)(=[O:3])=[O:2].CCN(C(C)C)C(C)C.O=S(Cl)Cl. The catalyst is O1CCOCC1. The product is [S:1]([N:11]1[C:15]2[N:16]=[CH:17][C:18]3[N:19]([C:22]([C@@H:24]4[CH2:28][CH2:27][C@@H:26]([NH2:29])[CH2:25]4)=[N:21][N:20]=3)[C:14]=2[CH:13]=[CH:12]1)([C:4]1[CH:10]=[CH:9][C:7]([CH3:8])=[CH:6][CH:5]=1)(=[O:2])=[O:3]. The yield is 0.680.